Dataset: Reaction yield outcomes from USPTO patents with 853,638 reactions. Task: Predict the reaction yield, written as a fraction of the theoretical maximum amount of product (1.0 means a 100% yield; for example, 0.34 means a 34% yield). The reactants are [F:1][C:2]1[CH:7]=[CH:6][C:5]([C:8]2[C:16]3[C:11](=[CH:12][CH:13]=[CH:14][CH:15]=3)[N:10]([CH:17]([CH3:19])[CH3:18])[CH:9]=2)=[CH:4][CH:3]=1.CO/[CH:22]=[CH:23]/[C:24]([O:26][CH3:27])=[O:25].O.P(Cl)(Cl)(Cl)=O. The catalyst is C(#N)C. The product is [F:1][C:2]1[CH:7]=[CH:6][C:5]([C:8]2[C:16]3[C:11](=[CH:12][CH:13]=[CH:14][CH:15]=3)[N:10]([CH:17]([CH3:19])[CH3:18])[C:9]=2/[CH:22]=[CH:23]/[C:24]([O:26][CH3:27])=[O:25])=[CH:4][CH:3]=1. The yield is 0.510.